Token-level Classification. Given an antigen amino acid sequence, predict which amino acid positions are active epitope sites capable of antibody binding. Output is a list of indices for active positions. From a dataset of B-cell epitopes from PDB crystal structures with 447 antigens. (1) Given the antigen sequence: LHWRAAGAATVLLVIVLLAGSYLAVLAERGAPGAQLITYPRALWWACETATTVYGDLYPVTLWGRLVAVVVMVAGITSFGLVTAALATWFVGREQER, which amino acid positions are active epitope sites? The epitope positions are: [21, 24, 25, 26, 28, 29, 30, 31, 32, 33, 34, 35, 36, 37, 38, 39, 40, 41, 42, 43]. The amino acids at these positions are: YVLARGAPGAQLITYPRALW. (2) The epitope positions are: [19, 309, 310, 313, 314, 316, 346, 349, 358, 359, 360, 362, 364, 367, 369]. The amino acids at these positions are: RYFGYDEYRVNNYAI. Given the antigen sequence: GSYQSEIDLSGGANFREKFRNFANELSEAITNSPKGLDRPVPKTEISGLIKTGDNFITPSFKAGYYDHVASDGSLLSYYQSTEYFNNRVLMPILQTTNGTLMANNRGYDDVFRQVPSFSGWSNTKATTVSTSNNLTYDKWTYFAAKGSPLYDSYPNHFFEDVKTLAIDAKDISALKTTIDSEKPTYLIIRGLSGNGSQLNELQLPESVKKVSLYGDYTGVNVAKQIFANVVELEFYSTSKANSFGFNPLVLGSKTNVIYDLFASKPFTHIDLTQVTLQNSDNSAIDANKLKQAVGDIYNYRRFERQFQGYFAGGYIDKYLVKNVNTNKDSDDDLVYRSLKELNLHLEEAYREGDNTYYRVNENYYPGASIYENER, which amino acid positions are active epitope sites? (3) Given the antigen sequence: DSDIAFLIDGSGSIIPHDFRRMKEFVSTVMEQLKKSKTLFSLMQYSEEFRIHFTFKEFQNNPNPRSLVKPITQLLGRTHTATGIRKVVRELFNITNGARKNAFKILVVITDGEKFGDPLGYEDVIPEADREGVIRYVIGVGDAFRSEKSRQELNTIASKPPRDHVFQVNNFEALKTIQNQLREKGFA, which amino acid positions are active epitope sites? The epitope positions are: [10, 11, 12, 16, 19, 20, 27, 46, 47, 48, 49, 62, 64, 65, 68, 73, 74, 75, 76, 77... (29 total positions)]. The amino acids at these positions are: SGSHRRTEEFRNRSKLLGRTGEFGAEKQN. (4) Given the antigen sequence: VEPNLHSLITSTTHKWIFVGGKGGVGKTTSSCSIAIQMALSQPNKQFLLISTNPAHNLSDAFGEKFGKDARKVTGMNNLSCMEIDPSAALKDMNDMGALADLTGSIPGIDEALSFMEVMKHIKRQEQGTFDTVIFDTAPTGHTLRFLQLPNTLSKLLEKFGEITDISGKLNELKANVETIRQQFTDPDLTTFVCVCISEFLSLYETERLIQELISYDMDVNSIIVNQLLFAENDQHNCKRCQARWKMQKKYLDQIDELYEDFHVVKMPLCAGEIRGLNNLTKFSQFLNKEYNPITDGKVIYELED, which amino acid positions are active epitope sites? The epitope positions are: [58, 59, 60, 62, 63, 64, 70, 199, 202, 203, 206, 207, 209, 210, 213, 253, 254, 256, 257, 258... (24 total positions)]. The amino acids at these positions are: SDAGEKRFLYERIQIQIELYEDFR. (5) Given the antigen sequence: CPNSEDKNFPRTVMVNLNIHNRNTNTNPKRSSDYYNRSTSPWNLHRNEDPERYPSVIWEAQCRHLGCINADGNVDYHMNSVPIQQEILVLRREPPHCPNSFRLEKILVSVGCTCVTPIV, which amino acid positions are active epitope sites? The epitope positions are: [16, 17, 18, 20, 25, 26, 29, 45, 47, 49, 50, 51, 52, 54, 55, 57, 89, 90, 91, 92... (23 total positions)]. The amino acids at these positions are: LNINTNRREPERYSVWLRREPPF. (6) Given the antigen sequence: GSGQFRVIGPGHPIRALVGDEAELPCRISPGKNATGMEVGWYRSPFSRVVHLYRNGKDQDAEQAPEYRGRTELLKESIGEGKVALRIQNVRFSDEGGYTCFFRDHSYQEEAAVELKVEDPF, which amino acid positions are active epitope sites? The epitope positions are: [2, 3, 29, 31, 32, 33, 34, 35, 39, 41, 44, 46, 52, 54, 55, 100, 101, 102, 103, 104... (25 total positions)]. The amino acids at these positions are: GQPKNATGGYPSYNGFFRDHSYQEE. (7) The epitope positions are: [2, 3, 4, 5, 6, 8, 37, 38, 39, 40, 41, 42, 44, 46, 196, 197, 198, 199, 202, 203... (22 total positions)]. The amino acids at these positions are: VCSLQNWKYFSDHDASLGNIPK. Given the antigen sequence: NKVCSLQCNNHACGWDGGDCSLNFNDPWKNCTQSLQCWKYFSDGHCDSQCNSAGCLFDGFDCQGQCNPLYDQYCKDHFSDGHCDQGCNSAECEWDGLDCAEHVPERLAAGTLVVVVLMPPEQLRNSSFHFLRELSRVLHTNVVFKRDAHGQQMIFPYYGDVRGSIVYLEIDNRQCVQASSQCFQSATDVAAFLGALASLGSLNIPYKIEAVQSET, which amino acid positions are active epitope sites? (8) Given the antigen sequence: DIRKDAEVRMDKAVEAFKNKLDKFKAAVRKVFPTEERIKDWLKIVRGEAEQARVAVRNVGRNDKAAALGKDKEINWFDISQSLWDVQKLTDAAIKKIEAALADMEAWLTQ, which amino acid positions are active epitope sites? The epitope positions are: [61, 68, 73, 74, 75, 76, 78, 79, 80, 82, 83]. The amino acids at these positions are: NGINWFISQLW.